From a dataset of Reaction yield outcomes from USPTO patents with 853,638 reactions. Predict the reaction yield, written as a fraction of the theoretical maximum amount of product (1.0 means a 100% yield; for example, 0.34 means a 34% yield). (1) The reactants are [C:1]12[C:7](=[CH:8][CH:9]=[CH:10][CH:11]=1)[NH:6]C(=O)O[C:2]2=[O:3].[NH2:13][C:14]1[CH:23]=[CH:22][C:17]([C:18]([O:20][CH3:21])=[O:19])=[CH:16][CH:15]=1. No catalyst specified. The product is [NH2:6][C:7]1[CH:8]=[CH:9][CH:10]=[CH:11][C:1]=1[C:2]([NH:13][C:14]1[CH:15]=[CH:16][C:17]([C:18]([O:20][CH3:21])=[O:19])=[CH:22][CH:23]=1)=[O:3]. The yield is 0.780. (2) The reactants are C1(P([N:15]=[N+:16]=[N-:17])(C2C=CC=CC=2)=O)C=CC=CC=1.N12CCCN=C1CCCCC2.[CH3:29][O:30][C:31]1[CH:32]=[C:33]([CH2:40]O)[CH:34]=[C:35]([N+:37]([O-:39])=[O:38])[CH:36]=1. The catalyst is C1(C)C=CC=CC=1. The product is [N:15]([CH2:40][C:33]1[CH:34]=[C:35]([N+:37]([O-:39])=[O:38])[CH:36]=[C:31]([O:30][CH3:29])[CH:32]=1)=[N+:16]=[N-:17]. The yield is 1.00.